This data is from Peptide-MHC class I binding affinity with 185,985 pairs from IEDB/IMGT. The task is: Regression. Given a peptide amino acid sequence and an MHC pseudo amino acid sequence, predict their binding affinity value. This is MHC class I binding data. The MHC is HLA-A26:01 with pseudo-sequence HLA-A26:01. The peptide sequence is AVRQKSRWI. The binding affinity (normalized) is 0.0847.